Dataset: Peptide-MHC class I binding affinity with 185,985 pairs from IEDB/IMGT. Task: Regression. Given a peptide amino acid sequence and an MHC pseudo amino acid sequence, predict their binding affinity value. This is MHC class I binding data. (1) The peptide sequence is VSSCTRMME. The MHC is HLA-B27:05 with pseudo-sequence HLA-B27:05. The binding affinity (normalized) is 0. (2) The peptide sequence is DHLKEKSSL. The MHC is HLA-A68:02 with pseudo-sequence HLA-A68:02. The binding affinity (normalized) is 0.0847. (3) The peptide sequence is DFIGKTIGF. The MHC is HLA-A31:01 with pseudo-sequence HLA-A31:01. The binding affinity (normalized) is 0.0847.